This data is from Forward reaction prediction with 1.9M reactions from USPTO patents (1976-2016). The task is: Predict the product of the given reaction. (1) Given the reactants [CH2:1]([Mg]Br)[CH2:2][CH2:3][CH2:4][CH2:5][CH3:6].[Br:9][C:10]1[CH:11]=[C:12]([CH:15]=[CH:16][CH:17]=1)[CH:13]=[O:14], predict the reaction product. The product is: [Br:9][C:10]1[CH:17]=[CH:16][CH:15]=[C:12]([CH:13]([OH:14])[CH2:1][CH2:2][CH2:3][CH2:4][CH2:5][CH3:6])[CH:11]=1. (2) Given the reactants [Cl:1][C:2]1[C:17]([O:18][CH2:19][CH2:20][N:21]2[CH:25]=[N:24][N:23]=[N:22]2)=[C:16]([Cl:26])[CH:15]=[CH:14][C:3]=1[C:4]([O:6]C1N(C)N=C(C)C=1)=O.C([N:29]([CH2:32][CH3:33])[CH2:30]C)C.CC(C)([OH:38])C#N.[C:40](#[N:42])[CH3:41], predict the reaction product. The product is: [Cl:1][C:2]1[C:17]([O:18][CH2:19][CH2:20][N:21]2[CH:25]=[N:24][N:23]=[N:22]2)=[C:16]([Cl:26])[CH:15]=[CH:14][C:3]=1[C:4]([C:33]1[C:40]([CH3:41])=[N:42][N:29]([CH3:30])[C:32]=1[OH:38])=[O:6]. (3) The product is: [F:1][C:2]1[CH:7]=[C:6]([O:8][CH2:9][CH:10]2[CH2:11][CH2:12][N:13]([CH2:16][C:17]([F:20])([CH3:18])[CH3:19])[CH2:14][CH2:15]2)[CH:5]=[CH:4][C:3]=1[C:21]1[CH:22]=[CH:23][C:24]([C:27]([N:53]2[CH2:57][CH2:56][CH2:55][C@H:54]2[C:58]([NH2:60])=[O:59])=[O:28])=[N:25][CH:26]=1. Given the reactants [F:1][C:2]1[CH:7]=[C:6]([O:8][CH2:9][CH:10]2[CH2:15][CH2:14][N:13]([CH2:16][C:17]([F:20])([CH3:19])[CH3:18])[CH2:12][CH2:11]2)[CH:5]=[CH:4][C:3]=1[C:21]1[CH:22]=[CH:23][C:24]([C:27](O)=[O:28])=[N:25][CH:26]=1.C(Cl)CCl.C1C=CC2N(O)N=NC=2C=1.CCN(C(C)C)C(C)C.[NH:53]1[CH2:57][CH2:56][CH2:55][C@H:54]1[C:58]([NH2:60])=[O:59], predict the reaction product. (4) Given the reactants [F-].C([N+](CCCC)(CCCC)CCCC)CCC.[Cl:19][C:20]1[CH:21]=[C:22]([C:27]#[C:28][Si](C)(C)C)[C:23]([NH2:26])=[N:24][CH:25]=1, predict the reaction product. The product is: [Cl:19][C:20]1[CH:21]=[C:22]([C:27]#[CH:28])[C:23]([NH2:26])=[N:24][CH:25]=1. (5) Given the reactants [N:1]1([C:7]2[C:8]3[CH:31]=[CH:30][N:29]([CH2:32][CH:33]=O)[C:9]=3[N:10]=[C:11]([C:13]3[CH:18]=[CH:17][C:16]([NH:19][C:20]([NH:22][C:23]4[CH:28]=[CH:27][N:26]=[CH:25][CH:24]=4)=[O:21])=[CH:15][CH:14]=3)[N:12]=2)[CH2:6][CH2:5][O:4][CH2:3][CH2:2]1.[CH3:35][N:36]([CH3:40])[CH2:37][CH2:38][NH2:39], predict the reaction product. The product is: [CH3:35][N:36]([CH3:40])[CH2:37][CH2:38][NH:39][CH2:33][CH2:32][N:29]1[C:9]2[N:10]=[C:11]([C:13]3[CH:18]=[CH:17][C:16]([NH:19][C:20]([NH:22][C:23]4[CH:28]=[CH:27][N:26]=[CH:25][CH:24]=4)=[O:21])=[CH:15][CH:14]=3)[N:12]=[C:7]([N:1]3[CH2:2][CH2:3][O:4][CH2:5][CH2:6]3)[C:8]=2[CH:31]=[CH:30]1. (6) Given the reactants [F:1][C:2]1[CH:3]=[CH:4][C:5]([C:8]2[C:12]([CH2:13][OH:14])=[C:11]([CH3:15])[O:10][N:9]=2)=[N:6][CH:7]=1, predict the reaction product. The product is: [F:1][C:2]1[CH:3]=[CH:4][C:5]([C:8]2[C:12]([CH:13]=[O:14])=[C:11]([CH3:15])[O:10][N:9]=2)=[N:6][CH:7]=1. (7) Given the reactants CC(C(O[C:7]1[CH:8]=[CH:9][C:10]([CH2:29]O)=[CH:11][C:12]=1[C@@H:29]([C:10]1[CH:11]=[CH:12][CH:7]=[CH:8][CH:9]=1)CCN(C(C)C)C(C)C)=O)C.[Br:31][C:32]1[CH:33]=[C:34]2[C:39](=[CH:40][CH:41]=1)[O:38][C:37](=[O:42])[CH2:36][CH:35]2[C:43]1[CH:48]=[CH:47][CH:46]=[CH:45][CH:44]=1.C(Cl)C1C=CC=CC=1.[I-].[Na+].[C:59](=O)([O-])[O-:60].[K+].[K+], predict the reaction product. The product is: [CH3:59][O:60][C:37](=[O:42])[CH2:36][CH:35]([C:34]1[CH:33]=[C:32]([Br:31])[CH:41]=[CH:40][C:39]=1[O:38][CH2:29][C:10]1[CH:11]=[CH:12][CH:7]=[CH:8][CH:9]=1)[C:43]1[CH:44]=[CH:45][CH:46]=[CH:47][CH:48]=1. (8) Given the reactants C[O:2][C:3](=[O:30])[C:4]1[CH:9]=[C:8]([Cl:10])[CH:7]=[CH:6][C:5]=1/[CH:11]=[CH:12]/[C:13]([N:15]1[CH2:20][CH2:19][N:18]([CH2:21][C:22]2[CH:27]=[CH:26][C:25]([F:28])=[CH:24][CH:23]=2)[CH2:17][CH:16]1[CH3:29])=[O:14].CO.[OH-].[Na+].Cl, predict the reaction product. The product is: [Cl:10][C:8]1[CH:7]=[CH:6][C:5](/[CH:11]=[CH:12]/[C:13]([N:15]2[CH2:20][CH2:19][N:18]([CH2:21][C:22]3[CH:23]=[CH:24][C:25]([F:28])=[CH:26][CH:27]=3)[CH2:17][CH:16]2[CH3:29])=[O:14])=[C:4]([CH:9]=1)[C:3]([OH:30])=[O:2]. (9) Given the reactants CC(C)([O-])C.[Na+].[Cl:7][C:8]1[CH:9]=[C:10]([C:15]2([C:20]([F:23])([F:22])[F:21])[CH2:19][CH2:18][NH:17][CH2:16]2)[CH:11]=[C:12]([Cl:14])[CH:13]=1.Br[C:25]1[CH:35]=[CH:34][C:28]([CH2:29][NH:30][C:31](=[O:33])[CH3:32])=[C:27]([CH3:36])[CH:26]=1, predict the reaction product. The product is: [Cl:14][C:12]1[CH:11]=[C:10]([C:15]2([C:20]([F:23])([F:22])[F:21])[CH2:19][CH2:18][N:17]([C:25]3[CH:35]=[CH:34][C:28]([CH2:29][NH:30][C:31](=[O:33])[CH3:32])=[C:27]([CH3:36])[CH:26]=3)[CH2:16]2)[CH:9]=[C:8]([Cl:7])[CH:13]=1.